This data is from Peptide-MHC class I binding affinity with 185,985 pairs from IEDB/IMGT. The task is: Regression. Given a peptide amino acid sequence and an MHC pseudo amino acid sequence, predict their binding affinity value. This is MHC class I binding data. (1) The peptide sequence is FFSYLMKDK. The MHC is HLA-A02:01 with pseudo-sequence HLA-A02:01. The binding affinity (normalized) is 0.277. (2) The peptide sequence is FYHISTGGY. The MHC is HLA-B08:03 with pseudo-sequence HLA-B08:03. The binding affinity (normalized) is 0.0847. (3) The peptide sequence is MVFQNYALY. The MHC is HLA-A68:02 with pseudo-sequence HLA-A68:02. The binding affinity (normalized) is 0.575.